This data is from Experimentally validated miRNA-target interactions with 360,000+ pairs, plus equal number of negative samples. The task is: Binary Classification. Given a miRNA mature sequence and a target amino acid sequence, predict their likelihood of interaction. (1) The miRNA is hsa-miR-5590-3p with sequence AAUAAAGUUCAUGUAUGGCAA. Result: 1 (interaction). The protein sequence of the target gene is MFQRLNKMFVGEVSSSSNQEPEFNEKEDDEWILVDFIDTCTGFSAEEEEEEEDISEESPTEHPSVFSCLPASLECLADTSDSCFLQFESCPMEESWFITPPPCFTAGGLTTIKVETSPMENLLIEHPSMSVYAVHNSCPGLSEATRGTDELHSPSSPRVEAQNEMGQHIHCYVAALAAHTTFLEQPKSFRPSQWIKEHSERQPLNRNSLRRQNLTRDCHPRQVKHNGWVVHQPCPRQYNY. (2) The miRNA is bta-miR-27b with sequence UUCACAGUGGCUAAGUUCUGC. The protein sequence of the target gene is MDIIKGNLDGISKPASNSRIRPGSRSSNASLEVLSTEPGSFKVDTASNLNSGKEDHSESSNTENRRTSNDDKQESCSEKIKLAEEGSDEDLDLVQHQIISECSDEPKLKELDSQLQDAIQKMKKLDKILAKKQRREKEIKKQGLEMRIKLWEEIKSAKYSEAWQSKEEMENTKKFLSLTAVSEETVGPSHEEEDTFSSVFHTQIPPEEYEMQMQKLNKDFTCDVERNESLIKSGKKPFSNTEKIELRGKHNQDFIKRNIELAKESRNPVVMVDREKKRLVELLKDLDEKDSGLSSSEGDQ.... Result: 0 (no interaction). (3) The miRNA is hsa-miR-144-3p with sequence UACAGUAUAGAUGAUGUACU. The protein sequence of the target gene is MAPTLFQKLFSKRSGLGAPGRDARDPDCAFSWPLPEFDPSQIRLIVYQDCERRGRNVLFDSSVKRKNEDTSVSKLCNDAQVKVFGKCCQLKPGGDSSSSLDSSITLSSDGKDQCPKYQGSRCSSDANMLGEMMFGSVAMSYKGSTLKIHQIRSPPQLMLSKVFTARTGSSICGSLNTLQDSLEFINQDSNTLKADSSTVSNGLLGNIGLSQFCSPRRAFSEQGPLRLIRSASFFAVHSNPMDMPGRELNEDRDSGIARSASLSSLFITPFPSPNSSLTRSCASSYQRRWRRSQTTSLENG.... Result: 0 (no interaction). (4) The miRNA is hsa-miR-3173-3p with sequence AAAGGAGGAAAUAGGCAGGCCA. The protein sequence of the target gene is MAKPLTDSERQKQISVRGIAGLGDVAEVRKSFNRHLHFTLVKDRNVATPRDYFFALAHTVRDHLVGRWIRTQQHYYERDPKRIYYLSLEFYMGRTLQNTMVNLGLQTACDEATYQLGLDLEELEEIEEDAGLGNGGLGRLAACFLDSMATLGLAAYGYGIRYEFGIFNQKIVNGWQVEEADDWLRYGNPWEKARPEYMLPVHFYGRVEHTPDGVLWLDTQVVLAMPYDTPVPGYKNNTVNTMRLWSAKAPNDFKLKDFNVGDYIEAVLDRNLAENISRVLYPNDNFFEGKELRLKQEYFV.... Result: 0 (no interaction). (5) The miRNA is ssc-miR-421-3p with sequence AUCAACAGACAUUAAUUGGGCGC. The protein sequence of the target gene is MSEKSGQSTKAKDGKKYATLSLFNTYKGKSLETQKTTVAARHGLQSLGKVGISRRMPPPANLPSLKAENKGNDPNVNIVPKDGTGWASKQEQHEEEKAPEVSPAQPKPGVAAPPEVAPAPKSWASNKQGGQGDGIQVNSQFQQEFPSLQAAGDQEKKEKEANDENYGPGPSLRPPNVACWRDGGKSAGSPSSDQDEKQLGQDESTAITSEQNDILKVVEKRIACGPPQAKLNGQQPALASQYRAMMPPYMFQQYPRMAYPPLHGPMRFPPSLSEANKSLRGRGPPPSWASEPERPSILSA.... Result: 0 (no interaction). (6) The miRNA is mmu-miR-340-5p with sequence UUAUAAAGCAAUGAGACUGAUU. The protein sequence of the target gene is MSTASAASSSSSSSASEMIEAPSQVLNFEEIDYKEIEVEEVVGRGAFGVVCKAKWRAKDVAIKQIESESERKAFIVELRQLSRVNHPNIVKLYGACLNPVCLVMEYAEGGSLYNVLHGAEPLPYYTAAHAMSWCLQCSQGVAYLHSMQPKALIHRDLKPPNLLLVAGGTVLKICDFGTACDIQTHMTNNKGSAAWMAPEVFEGSNYSEKCDVFSWGIILWEVITRRKPFDEIGGPAFRIMWAVHNGTRPPLIKNLPKPIESLMTRCWSKDPSQRPSMEEIVKIMTHLMRYFPGADEPLQY.... Result: 1 (interaction). (7) The miRNA is cel-lsy-6-3p with sequence UUUUGUAUGAGACGCAUUUCGA. The protein sequence of the target gene is MVAAAAADALAAGGDSSSPSDLYNKITGQQSSTTTSLSYAACDVITRHLISMLLEISNWTNDLAKYLAGSEQSSDDGHNERCLLFSSIFFAIDPSLALAQMSSVASKHALLIALGGFSIAALFVWYINKKDKDGRKKKKVGDVISNGLPKTATASDVQTENGNVKKANGHVNGDVQSSIGVSQKQQQKDEDEKTQKKDAVQNEKPSIDKKQPKSQAPTEKKEEKTVEIHTETEETDHVAAGDSGVVSEHKEHDKKTKQKNDEPVSIDKKSEEIEVPKQAGVVNEEPKKQSEETVVEEQFV.... Result: 1 (interaction). (8) The miRNA is mmu-miR-449a-5p with sequence UGGCAGUGUAUUGUUAGCUGGU. The protein sequence of the target gene is MFTSEIGVVEEWLSEFKTLPETSLPNYATNLKDKSSLVTSLYKVIQEPQSELLEPVCHQLFEFYRSGEEQLLRFTLQFLPELMWCYLAVSASRDVHSSGCIEALLLGVYNLEIVDKHGHSKVLSFTIPSLSKPSVYHEPSSIGSMALTESALSQHGLSKVVYSGPHPQREMLTAQNRFEVLTFLLLCYNAALTYMPSVSLQSLCQICSRICVCGYPRQHVRKYRGVSSRIPISSGFMVQMLTGVYFAIYNGEWDLAQKALDDIIYRAQLELYPEPLLVANAIKASLPHGAMKSSKEGTRC.... Result: 0 (no interaction).